Predict the reaction yield, written as a fraction of the theoretical maximum amount of product (1.0 means a 100% yield; for example, 0.34 means a 34% yield). From a dataset of Reaction yield outcomes from USPTO patents with 853,638 reactions. (1) The reactants are Br[C:2]1[CH:3]=[N:4][C:5]([N:8]2[CH2:13][CH2:12][C:11]([CH3:19])([C:14]([O:16][CH2:17][CH3:18])=[O:15])[CH2:10][CH2:9]2)=[N:6][CH:7]=1.C([O-])(=O)C.[K+].[B:25]1([B:25]2[O:29][C:28]([CH3:31])([CH3:30])[C:27]([CH3:33])([CH3:32])[O:26]2)[O:29][C:28]([CH3:31])([CH3:30])[C:27]([CH3:33])([CH3:32])[O:26]1.C1(P(C2CCCCC2)C2CCCCC2)CCCCC1. The catalyst is O1CCOCC1.CCOC(C)=O.C1C=CC(/C=C/C(/C=C/C2C=CC=CC=2)=O)=CC=1.C1C=CC(/C=C/C(/C=C/C2C=CC=CC=2)=O)=CC=1.C1C=CC(/C=C/C(/C=C/C2C=CC=CC=2)=O)=CC=1.[Pd].[Pd]. The product is [CH3:19][C:11]1([C:14]([O:16][CH2:17][CH3:18])=[O:15])[CH2:12][CH2:13][N:8]([C:5]2[N:4]=[CH:3][C:2]([B:25]3[O:29][C:28]([CH3:31])([CH3:30])[C:27]([CH3:33])([CH3:32])[O:26]3)=[CH:7][N:6]=2)[CH2:9][CH2:10]1. The yield is 0.700. (2) The reactants are [F:1][C:2]([F:7])([F:6])[C:3]([OH:5])=[O:4].[F:8][C:9]([F:14])([F:13])[C:10]([OH:12])=[O:11].FC(F)(F)C(O)=O.[NH:22]1[CH2:25][CH:24]([CH2:26][C:27]([NH:29][C:30]2[CH:31]=[CH:32][C:33]3[NH:34][C:35]4[N:51]=[C:39]([NH:40][C:41]5[CH:42]=[N:43][CH:44]=[C:45]([CH:50]=5)[CH2:46][CH2:47][C:48]=2[CH:49]=3)[N:38]=[CH:37][C:36]=4[Cl:52])=[O:28])[CH2:23]1.[CH3:53][N:54]1[CH:58]=[C:57]([C:59](Cl)=[O:60])[CH:56]=[N:55]1. No catalyst specified. The product is [F:1][C:2]([F:7])([F:6])[C:3]([OH:5])=[O:4].[F:8][C:9]([F:14])([F:13])[C:10]([OH:12])=[O:11].[Cl:52][C:36]1[CH:37]=[N:38][C:39]2[NH:40][C:41]3[CH:42]=[N:43][CH:44]=[C:45]([CH:50]=3)[CH2:46][CH2:47][C:48]3[CH:49]=[C:33]([NH:34][C:35]=1[N:51]=2)[CH:32]=[CH:31][C:30]=3[NH:29][C:27](=[O:28])[CH2:26][CH:24]1[CH2:23][N:22]([C:59]([C:57]2[CH:56]=[N:55][N:54]([CH3:53])[CH:58]=2)=[O:60])[CH2:25]1. The yield is 0.500. (3) The reactants are [ClH:1].[CH2:2]([O:4][C:5](=[O:15])[CH2:6][C:7]1[CH:12]=[CH:11][CH:10]=[C:9]([NH:13][NH2:14])[CH:8]=1)[CH3:3].[CH:16]1([C:21](=O)[CH2:22][C:23]#[N:24])[CH2:20][CH2:19][CH2:18][CH2:17]1. The catalyst is Cl. The product is [ClH:1].[CH2:2]([O:4][C:5](=[O:15])[CH2:6][C:7]1[CH:12]=[CH:11][CH:10]=[C:9]([N:13]2[C:23]([NH2:24])=[CH:22][C:21]([CH:16]3[CH2:20][CH2:19][CH2:18][CH2:17]3)=[N:14]2)[CH:8]=1)[CH3:3]. The yield is 0.340. (4) The reactants are [CH3:1][N:2]([CH2:4][C:5]1[CH:6]=[C:7]([C:11]2[NH:40][C:14]3=[N:15][CH:16]=[CH:17][C:18]([C:19]4[C:20]([C:28]5[CH:33]=[CH:32][C:31]([NH:34][C:35](=[O:39])[N:36]([CH3:38])[CH3:37])=[CH:30][CH:29]=5)=[N:21][N:22]([CH2:24][CH2:25][NH:26][CH3:27])[CH:23]=4)=[C:13]3[CH:12]=2)[CH:8]=[CH:9][CH:10]=1)[CH3:3].[OH-].[Na+].[CH2:43]=O.O. The catalyst is CO.[OH-].[OH-].[Pd+2]. The product is [CH3:27][N:26]([CH3:43])[CH2:25][CH2:24][N:22]1[CH:23]=[C:19]([C:18]2[CH:17]=[CH:16][N:15]=[C:14]3[NH:40][C:11]([C:7]4[CH:8]=[CH:9][CH:10]=[C:5]([CH2:4][N:2]([CH3:3])[CH3:1])[CH:6]=4)=[CH:12][C:13]=23)[C:20]([C:28]2[CH:29]=[CH:30][C:31]([NH:34][C:35](=[O:39])[N:36]([CH3:38])[CH3:37])=[CH:32][CH:33]=2)=[N:21]1. The yield is 0.300. (5) The reactants are [NH2:1][C@H:2]1[CH2:8][CH:7]=[CH:6][C@@H:5]([C:9]2[CH:14]=[CH:13][CH:12]=[CH:11][CH:10]=2)[N:4]([CH2:15][CH2:16][O:17][CH3:18])[C:3]1=[O:19].[F:20][C:21]1[CH:22]=[C:23]([CH2:28][C:29]([NH:31][C@H:32]([C:34](O)=[O:35])[CH3:33])=[O:30])[CH:24]=[C:25]([F:27])[CH:26]=1.CCN=C=NCCCN(C)C.Cl.CN1CCOCC1. The catalyst is C(Cl)Cl. The product is [F:20][C:21]1[CH:22]=[C:23]([CH2:28][C:29]([NH:31][C@H:32]([C:34]([NH:1][C@H:2]2[CH2:8][CH:7]=[CH:6][C@@H:5]([C:9]3[CH:10]=[CH:11][CH:12]=[CH:13][CH:14]=3)[N:4]([CH2:15][CH2:16][O:17][CH3:18])[C:3]2=[O:19])=[O:35])[CH3:33])=[O:30])[CH:24]=[C:25]([F:27])[CH:26]=1. The yield is 0.800.